From a dataset of Forward reaction prediction with 1.9M reactions from USPTO patents (1976-2016). Predict the product of the given reaction. (1) Given the reactants C([O-])([O-])=O.[K+].[K+].Br[C:8]1[CH:16]=[C:15]2[C:11]([CH2:12][CH2:13][C@H:14]2[N:17]([CH3:19])[CH3:18])=[CH:10][CH:9]=1.O.[CH3:21][N:22]1[C:26]([CH3:27])=[C:25](B2OC(C)(C)C(C)(C)O2)[C:24]([CH3:37])=[N:23]1, predict the reaction product. The product is: [CH3:18][N:17]([CH3:19])[C@H:14]1[C:15]2[C:11](=[CH:10][CH:9]=[C:8]([C:25]3[C:24]([CH3:37])=[N:23][N:22]([CH3:21])[C:26]=3[CH3:27])[CH:16]=2)[CH2:12][CH2:13]1. (2) Given the reactants [Cl:1][C:2]1[CH:7]=[C:6]([Cl:8])[CH:5]=[C:4]([CH3:9])[C:3]=1[N:10]1[C:14]2=[N:15][C:16]3[C:17](=[C:18]([C:22]([O:24]C)=O)[CH:19]=[CH:20][CH:21]=3)[N:13]2[CH2:12][CH2:11]1.[CH:26]1([Mg]Br)[CH2:28][CH2:27]1.O.O1[CH2:36][CH2:35][CH2:34]C1, predict the reaction product. The product is: [CH:26]1([C:22]([CH:34]2[CH2:35][CH2:36]2)([C:18]2[C:17]3[N:13]4[CH2:12][CH2:11][N:10]([C:3]5[C:4]([CH3:9])=[CH:5][C:6]([Cl:8])=[CH:7][C:2]=5[Cl:1])[C:14]4=[N:15][C:16]=3[CH:21]=[CH:20][CH:19]=2)[OH:24])[CH2:28][CH2:27]1. (3) Given the reactants [CH3:1][C:2]1([C:7]2[C:8]([CH2:13][CH2:14][NH2:15])=[N:9][CH:10]=[CH:11][CH:12]=2)OCCO1.Cl.[OH-].[Na+], predict the reaction product. The product is: [CH3:1][C:2]1[C:7]2[CH:12]=[CH:11][CH:10]=[N:9][C:8]=2[CH2:13][CH2:14][N:15]=1. (4) Given the reactants [Br:1][C:2]1[CH:11]=[CH:10][C:5]([C:6]([O:8][CH3:9])=[O:7])=[CH:4][C:3]=1[CH2:12]Br.COCC1C=C(C(O)=O)C=CC=1C1C=CC=CC=1C.C1COCC1.[CH3:38][S-:39].[Na+], predict the reaction product. The product is: [Br:1][C:2]1[CH:11]=[CH:10][C:5]([C:6]([O:8][CH3:9])=[O:7])=[CH:4][C:3]=1[CH2:12][S:39][CH3:38]. (5) Given the reactants [CH3:1][O:2][C:3]1[CH:8]=[CH:7][C:6]([N:9]2[C:13](C(O)=O)=[CH:12][C:11]([C:17]([O:19][CH2:20][CH3:21])=[O:18])=[N:10]2)=[CH:5][CH:4]=1.C(N(CC)CC)C, predict the reaction product. The product is: [CH3:1][O:2][C:3]1[CH:4]=[CH:5][C:6]([N:9]2[CH:13]=[CH:12][C:11]([C:17]([O:19][CH2:20][CH3:21])=[O:18])=[N:10]2)=[CH:7][CH:8]=1. (6) Given the reactants [CH2:1]([O:3][C:4]([C:6]1([C:9]2[CH:14]=[CH:13][C:12]([C:15]3[CH:20]=[CH:19][C:18]([C:21]4[S:22][C:23]([Cl:29])=[CH:24][C:25]=4C(=O)N)=[CH:17][CH:16]=3)=[CH:11][CH:10]=2)[CH2:8][CH2:7]1)=[O:5])[CH3:2].[F:30][C:31]1[CH:32]=[C:33]([C@H:37]([OH:39])[CH3:38])[CH:34]=[CH:35][CH:36]=1.[N:40]1[CH:45]=CC=CC=1.FC(F)(F)C(OI(C1C=CC=CC=1)OC(=O)C(F)(F)F)=[O:49], predict the reaction product. The product is: [CH2:1]([O:3][C:4]([C:6]1([C:9]2[CH:10]=[CH:11][C:12]([C:15]3[CH:16]=[CH:17][C:18]([C:21]4[S:22][C:23]([Cl:29])=[CH:24][C:25]=4[NH:40][C:45]([O:39][C@@H:37]([C:33]4[CH:34]=[CH:35][CH:36]=[C:31]([F:30])[CH:32]=4)[CH3:38])=[O:49])=[CH:19][CH:20]=3)=[CH:13][CH:14]=2)[CH2:8][CH2:7]1)=[O:5])[CH3:2]. (7) Given the reactants [Cl:1][C:2]1[CH:7]=[CH:6][CH:5]=[CH:4][C:3]=1[CH:8]1[C:13]([C:14]#[N:15])=[C:12]([CH:16]=[O:17])[NH:11][C:10]2=[N:18][NH:19][CH:20]=[C:9]12.[BH4-].[Na+].Cl.C(=O)([O-])O.[Na+], predict the reaction product. The product is: [Cl:1][C:2]1[CH:7]=[CH:6][CH:5]=[CH:4][C:3]=1[CH:8]1[C:13]([C:14]#[N:15])=[C:12]([CH2:16][OH:17])[NH:11][C:10]2=[N:18][NH:19][CH:20]=[C:9]12. (8) Given the reactants [CH2:1]([O:3][C:4](=[O:21])[C:5]1[CH:10]=[CH:9][C:8]([C:11]2[NH:20][C:14]3[N:15]=[CH:16][N:17]=[C:18](Cl)[C:13]=3[CH:12]=2)=[CH:7][CH:6]=1)[CH3:2].[Cl:22][C:23]1[CH:24]=[C:25]([CH:27]=[CH:28][C:29]=1[F:30])[NH2:26], predict the reaction product. The product is: [CH2:1]([O:3][C:4](=[O:21])[C:5]1[CH:10]=[CH:9][C:8]([C:11]2[NH:20][C:14]3[N:15]=[CH:16][N:17]=[C:18]([NH:26][C:25]4[CH:27]=[CH:28][C:29]([F:30])=[C:23]([Cl:22])[CH:24]=4)[C:13]=3[CH:12]=2)=[CH:7][CH:6]=1)[CH3:2]. (9) Given the reactants [OH:1][C:2]([CH3:35])([CH3:34])[CH2:3][C@@:4]1([C:28]2[CH:33]=[CH:32][CH:31]=[CH:30][CH:29]=2)[O:9][C:8](=[O:10])[N:7]([C@H:11]([C:13]2[CH:18]=[CH:17][C:16](B3OC(C)(C)C(C)(C)O3)=[CH:15][CH:14]=2)[CH3:12])[CH2:6][CH2:5]1.Br[C:37]1[CH:42]=[C:41]([CH3:43])[N:40]=[C:39]([O:44][CH2:45][CH3:46])[CH:38]=1, predict the reaction product. The product is: [CH2:45]([O:44][C:39]1[CH:38]=[C:37]([C:16]2[CH:17]=[CH:18][C:13]([C@@H:11]([N:7]3[CH2:6][CH2:5][C@:4]([CH2:3][C:2]([OH:1])([CH3:35])[CH3:34])([C:28]4[CH:29]=[CH:30][CH:31]=[CH:32][CH:33]=4)[O:9][C:8]3=[O:10])[CH3:12])=[CH:14][CH:15]=2)[CH:42]=[C:41]([CH3:43])[N:40]=1)[CH3:46].